From a dataset of NCI-60 drug combinations with 297,098 pairs across 59 cell lines. Regression. Given two drug SMILES strings and cell line genomic features, predict the synergy score measuring deviation from expected non-interaction effect. Drug 1: C1CCN(CC1)CCOC2=CC=C(C=C2)C(=O)C3=C(SC4=C3C=CC(=C4)O)C5=CC=C(C=C5)O. Drug 2: C(CN)CNCCSP(=O)(O)O. Cell line: HT29. Synergy scores: CSS=4.50, Synergy_ZIP=2.00, Synergy_Bliss=4.99, Synergy_Loewe=0.657, Synergy_HSA=0.792.